Dataset: Blood-brain barrier penetration binary classification data from Martins et al.. Task: Regression/Classification. Given a drug SMILES string, predict its absorption, distribution, metabolism, or excretion properties. Task type varies by dataset: regression for continuous measurements (e.g., permeability, clearance, half-life) or binary classification for categorical outcomes (e.g., BBB penetration, CYP inhibition). Dataset: bbb_martins. (1) The drug is CC(C)CC1NC(=O)C(CCCN)NC(=O)C(C(C)C)NC(=O)C2CCCN2C(=O)C(Cc2ccccc2)NC(=O)C(CC(C)C)NC(=O)C(CCCN)NC(=O)C(C(C)C)NC(=O)C2CCCN2C(=O)C(Cc2ccccc2)NC1=O. The result is 0 (does not penetrate BBB). (2) The molecule is Clc1cccc(Cl)c1NC1=NCCN1. The result is 1 (penetrates BBB). (3) The compound is CSc1ccc2c(c1)N(CCC1CCCCN1C)c1ccccc1S2. The result is 1 (penetrates BBB). (4) The drug is CC(C)c1nc(-c2ncn3c2CN(C)C(=O)c2c(Cl)cccc2-3)no1. The result is 1 (penetrates BBB). (5) The molecule is CN1CCN(CCCN2c3ccccc3Sc3ccc(C(F)(F)F)cc32)CC1. The result is 1 (penetrates BBB).